From a dataset of Forward reaction prediction with 1.9M reactions from USPTO patents (1976-2016). Predict the product of the given reaction. (1) Given the reactants [CH:1]1([NH:7][C:8]2[CH:17]=[C:16]3[C:11]([C:12](=[O:34])[N:13]([CH2:24][CH2:25][NH:26]C(=O)OC(C)(C)C)[C:14](=[O:23])[N:15]3[CH:18]3[CH2:22][CH2:21][CH2:20][CH2:19]3)=[CH:10][C:9]=2[F:35])[CH2:6][CH2:5][CH2:4][CH2:3][CH2:2]1.C(OC(=O)C)C.Cl.C(=O)([O-])O.[Na+], predict the reaction product. The product is: [NH2:26][CH2:25][CH2:24][N:13]1[C:12](=[O:34])[C:11]2[C:16](=[CH:17][C:8]([NH:7][CH:1]3[CH2:6][CH2:5][CH2:4][CH2:3][CH2:2]3)=[C:9]([F:35])[CH:10]=2)[N:15]([CH:18]2[CH2:22][CH2:21][CH2:20][CH2:19]2)[C:14]1=[O:23]. (2) Given the reactants [Cl:1][C:2]1[CH:7]=[C:6](C2C=CN=C(Cl)C=2)[CH:5]=[C:4]([Cl:15])[C:3]=1[S:16]([NH:19][C:20]1[C:21]([CH3:27])=[N:22][N:23]([CH3:26])[C:24]=1[CH3:25])(=[O:18])=[O:17].[CH:28]([C:30]1[CH:31]=[C:32](B(O)O)[CH:33]=[CH:34][CH:35]=1)=[O:29].P([O-])([O-])([O-])=O.[K+].[K+].[K+].C(Cl)Cl, predict the reaction product. The product is: [CH3:26][N:23]1[C:24]([CH3:25])=[C:20]([NH:19][S:16]([C:3]2[C:4]([Cl:15])=[CH:5][C:6]([C:32]3[CH:33]=[CH:34][CH:35]=[C:30]([CH:28]=[O:29])[CH:31]=3)=[CH:7][C:2]=2[Cl:1])(=[O:18])=[O:17])[C:21]([CH3:27])=[N:22]1. (3) Given the reactants [Cl:1][C:2]1[CH:7]=[CH:6][C:5]([C:8]2[CH:13]=[C:12]([CH:14]([F:16])[F:15])[N:11]3[N:17]=[CH:18][C:19]([C:20]([OH:22])=O)=[C:10]3[N:9]=2)=[CH:4][CH:3]=1.[N:23]1([S:29]([C:32]2[CH:33]=[C:34]([NH2:38])[CH:35]=[CH:36][CH:37]=2)(=[O:31])=[O:30])[CH2:28][CH2:27][O:26][CH2:25][CH2:24]1, predict the reaction product. The product is: [N:23]1([S:29]([C:32]2[CH:33]=[C:34]([NH:38][C:20]([C:19]3[CH:18]=[N:17][N:11]4[C:12]([CH:14]([F:16])[F:15])=[CH:13][C:8]([C:5]5[CH:6]=[CH:7][C:2]([Cl:1])=[CH:3][CH:4]=5)=[N:9][C:10]=34)=[O:22])[CH:35]=[CH:36][CH:37]=2)(=[O:31])=[O:30])[CH2:24][CH2:25][O:26][CH2:27][CH2:28]1. (4) Given the reactants [S:1]=[C:2]1[NH:7][C:6]2[NH:8][C:9](=[O:11])[CH2:10][C:5]=2[C:4](=[O:12])[N:3]1[C:13]1[CH:18]=[CH:17][C:16]([O:19][CH2:20][C:21]([F:24])([F:23])[F:22])=[CH:15][CH:14]=1.C(=O)([O-])O.[Na+].I[CH2:31][C:32]([CH3:35])([CH3:34])[CH3:33].C(#N)C, predict the reaction product. The product is: [CH3:31][C:32]([CH3:35])([CH3:34])[CH2:33][S:1][C:2]1[N:3]([C:13]2[CH:14]=[CH:15][C:16]([O:19][CH2:20][C:21]([F:24])([F:23])[F:22])=[CH:17][CH:18]=2)[C:4](=[O:12])[C:5]2[CH2:10][C:9](=[O:11])[NH:8][C:6]=2[N:7]=1. (5) Given the reactants [NH2:1][CH2:2][CH:3]1[CH2:6][N:5]([C:7]([O:9][C:10]([CH3:13])([CH3:12])[CH3:11])=[O:8])[CH2:4]1.C(N(CC)CC)C.[C:21](C(CC(N)=O)C(N)=O)([O:23][CH2:24][C:25]1[CH:30]=[CH:29][CH:28]=[CH:27][CH:26]=1)=[O:22], predict the reaction product. The product is: [C:25]1([CH2:24][O:23][C:21]([NH:1][CH2:2][CH:3]2[CH2:6][N:5]([C:7]([O:9][C:10]([CH3:13])([CH3:12])[CH3:11])=[O:8])[CH2:4]2)=[O:22])[CH:30]=[CH:29][CH:28]=[CH:27][CH:26]=1. (6) Given the reactants [CH3:1][C:2]1[C:10]2[CH2:9][O:8][C:7](=[O:11])[C:6]=2[CH:5]=[CH:4][C:3]=1[CH2:12][CH:13]=O.[CH3:15][C:16]1[C:20](=[O:21])[O:19][CH2:18][C:17]=1[N:22]1[CH2:26][CH2:25][C:24]2([CH2:31][CH2:30][NH:29][CH2:28][CH2:27]2)[C:23]1=[O:32].[BH-](OC(C)=O)(OC(C)=O)OC(C)=O.[Na+], predict the reaction product. The product is: [CH3:1][C:2]1[C:3]([CH2:12][CH2:13][N:29]2[CH2:30][CH2:31][C:24]3([C:23](=[O:32])[N:22]([C:17]4[CH2:18][O:19][C:20](=[O:21])[C:16]=4[CH3:15])[CH2:26][CH2:25]3)[CH2:27][CH2:28]2)=[CH:4][CH:5]=[C:6]2[C:10]=1[CH2:9][O:8][C:7]2=[O:11].